Dataset: Reaction yield outcomes from USPTO patents with 853,638 reactions. Task: Predict the reaction yield, written as a fraction of the theoretical maximum amount of product (1.0 means a 100% yield; for example, 0.34 means a 34% yield). The yield is 0.420. The reactants are [CH2:1]([N:8]1[CH2:13][C:12](=[O:14])[NH:11][C:10]2[CH:15]=[C:16]([CH2:19]O)[CH:17]=[N:18][C:9]1=2)[C:2]1[CH:7]=[CH:6][CH:5]=[CH:4][CH:3]=1.[I-].C(C[P+](C)(C)C)#N.C(N(C(C)C)C(C)C)C.Cl.[Cl:39][C:40]1[CH:45]=[CH:44][C:43]([CH:46]2[CH2:51][CH2:50][NH:49][CH2:48][CH2:47]2)=[CH:42][CH:41]=1. The catalyst is C(#N)CC. The product is [CH2:1]([N:8]1[CH2:13][C:12](=[O:14])[NH:11][C:10]2[CH:15]=[C:16]([CH2:19][N:49]3[CH2:50][CH2:51][CH:46]([C:43]4[CH:42]=[CH:41][C:40]([Cl:39])=[CH:45][CH:44]=4)[CH2:47][CH2:48]3)[CH:17]=[N:18][C:9]1=2)[C:2]1[CH:7]=[CH:6][CH:5]=[CH:4][CH:3]=1.